From a dataset of Reaction yield outcomes from USPTO patents with 853,638 reactions. Predict the reaction yield, written as a fraction of the theoretical maximum amount of product (1.0 means a 100% yield; for example, 0.34 means a 34% yield). (1) The reactants are [C:1]([NH:8][CH2:9][CH2:10][NH2:11])([O:3][C:4]([CH3:7])([CH3:6])[CH3:5])=[O:2].[CH2:12]([CH:15]([CH2:19][C:20]#[CH:21])[C:16](O)=O)[C:13]#[CH:14].CN([C:25]([O:29]N1N=NC2C=CC=CC1=2)=[N+](C)C)C.[B-](F)(F)(F)F.CCN(C(C)C)C(C)C. The catalyst is CC#N. The product is [C:4]([O:3][C:1](=[O:2])[NH:8][CH2:9][CH2:10][NH:11][C:25](=[O:29])[CH2:16][CH:15]([CH2:19][C:20]#[CH:21])[CH2:12][C:13]#[CH:14])([CH3:5])([CH3:6])[CH3:7]. The yield is 0.310. (2) The reactants are [C:1]([C:5]1[O:9][N:8]=[C:7]([NH:10][C:11]([NH:13][C:14]2[CH:19]=[CH:18][CH:17]=[C:16]([O:20][C:21]3[C:30]4[C:25](=[CH:26][C:27]([O:33][CH:34]5[CH2:39][CH2:38][NH:37][CH2:36][CH2:35]5)=[C:28]([O:31][CH3:32])[CH:29]=4)[N:24]=[CH:23][N:22]=3)[CH:15]=2)=[O:12])[CH:6]=1)([CH3:4])([CH3:3])[CH3:2].FC(F)(F)S(O[CH2:46][CH:47]([F:49])[F:48])(=O)=O.C(N(CC)C(C)C)(C)C. The catalyst is C(Cl)Cl. The product is [C:1]([C:5]1[O:9][N:8]=[C:7]([NH:10][C:11]([NH:13][C:14]2[CH:19]=[CH:18][CH:17]=[C:16]([O:20][C:21]3[C:30]4[C:25](=[CH:26][C:27]([O:33][CH:34]5[CH2:39][CH2:38][N:37]([CH2:46][CH:47]([F:49])[F:48])[CH2:36][CH2:35]5)=[C:28]([O:31][CH3:32])[CH:29]=4)[N:24]=[CH:23][N:22]=3)[CH:15]=2)=[O:12])[CH:6]=1)([CH3:4])([CH3:2])[CH3:3]. The yield is 0.0400.